From a dataset of Full USPTO retrosynthesis dataset with 1.9M reactions from patents (1976-2016). Predict the reactants needed to synthesize the given product. (1) The reactants are: C([O:5][C:6]1[N:11]=[C:10]([O:12]C(C)(C)C)[C:9]([C:17]2[S:18][CH:19]=[CH:20][C:21]=2[CH3:22])=[CH:8][N:7]=1)(C)(C)C. Given the product [CH3:22][C:21]1[CH:20]=[CH:19][S:18][C:17]=1[C:9]1[C:10](=[O:12])[NH:11][C:6](=[O:5])[NH:7][CH:8]=1, predict the reactants needed to synthesize it. (2) Given the product [Cl:9][C:4]1[N:5]=[C:6]([Cl:8])[N:7]=[C:2]([NH:19][C:18]2[C:20]([CH3:25])=[CH:21][C:22]([CH3:24])=[CH:23][C:17]=2[CH3:16])[N:3]=1, predict the reactants needed to synthesize it. The reactants are: Cl[C:2]1[N:7]=[C:6]([Cl:8])[N:5]=[C:4]([Cl:9])[N:3]=1.C([O-])([O-])=O.[K+].[K+].[CH3:16][C:17]1[CH:23]=[C:22]([CH3:24])[CH:21]=[C:20]([CH3:25])[C:18]=1[NH2:19]. (3) Given the product [O:20]=[C:16]1[CH2:15][C@H:14]2[CH2:19][C@H:18]([C@H:11]([N:1]3[CH:9]=[C:7]([CH3:8])[C:5](=[O:6])[NH:4][C:2]3=[O:3])[CH2:12][CH2:13]2)[NH:17]1, predict the reactants needed to synthesize it. The reactants are: [NH:1]1[CH:9]=[C:7]([CH3:8])[C:5](=[O:6])[NH:4][C:2]1=[O:3].I[C@H:11]1[C@H:18]2[CH2:19][C@H:14]([CH2:15][C:16](=[O:20])[NH:17]2)[CH2:13][CH2:12]1.C([O-])([O-])=O.[K+].[K+]. (4) Given the product [Br:20][C:19]1[C:14]([O:13][CH2:12][CH2:11][O:10][C:7]2[CH:8]=[CH:9][C:4]([C:3]([OH:49])=[O:2])=[C:5]([OH:48])[CH:6]=2)=[C:15]([C:38]2[CH:43]=[CH:42][CH:41]=[C:40]([C:44]([F:47])([F:46])[F:45])[CH:39]=2)[CH:16]=[C:17]([C:21](=[O:37])[NH:22][CH2:23][CH2:24][CH2:25][CH2:26][CH2:27][CH2:28][CH2:29][CH2:30][C:31]2[CH:32]=[CH:33][CH:34]=[CH:35][CH:36]=2)[CH:18]=1, predict the reactants needed to synthesize it. The reactants are: C[O:2][C:3](=[O:49])[C:4]1[CH:9]=[CH:8][C:7]([O:10][CH2:11][CH2:12][O:13][C:14]2[C:19]([Br:20])=[CH:18][C:17]([C:21](=[O:37])[NH:22][CH2:23][CH2:24][CH2:25][CH2:26][CH2:27][CH2:28][CH2:29][CH2:30][C:31]3[CH:36]=[CH:35][CH:34]=[CH:33][CH:32]=3)=[CH:16][C:15]=2[C:38]2[CH:43]=[CH:42][CH:41]=[C:40]([C:44]([F:47])([F:46])[F:45])[CH:39]=2)=[CH:6][C:5]=1[OH:48].[OH-].[Na+].